From a dataset of Experimentally validated miRNA-target interactions with 360,000+ pairs, plus equal number of negative samples. Binary Classification. Given a miRNA mature sequence and a target amino acid sequence, predict their likelihood of interaction. The miRNA is hsa-miR-95-5p with sequence UCAAUAAAUGUCUGUUGAAUU. The protein sequence of the target gene is MAPALWRACNGLMAAFFALAALVQVNDPDAEVWVVVYTIPAVLTLLVGLNPEVTGNVIWKSISAIHILFCTVWAVGLASYLLHRTQQNILHEEEGRELSGLVIITAWIILCHSSSKNPVGGRIQLAIAIVITLFPFISWVYIYINKEMRSSWPTHCKTVI. Result: 1 (interaction).